Dataset: Full USPTO retrosynthesis dataset with 1.9M reactions from patents (1976-2016). Task: Predict the reactants needed to synthesize the given product. (1) Given the product [O:1]1[C:5]2[CH:6]=[CH:7][C:8]([CH:10]([NH:12][C:23]([CH:21]3[CH2:22][CH:20]3[C:17]3[CH:16]=[CH:15][C:14]([Cl:13])=[CH:19][CH:18]=3)=[O:24])[CH3:11])=[CH:9][C:4]=2[CH2:3][CH2:2]1, predict the reactants needed to synthesize it. The reactants are: [O:1]1[C:5]2[CH:6]=[CH:7][C:8]([CH:10]([NH2:12])[CH3:11])=[CH:9][C:4]=2[CH2:3][CH2:2]1.[Cl:13][C:14]1[CH:19]=[CH:18][C:17]([CH:20]2[CH2:22][CH:21]2[C:23](O)=[O:24])=[CH:16][CH:15]=1.CCN=C=NCCCN(C)C.Cl.C(N(CC)CC)C. (2) Given the product [CH:1]1([CH2:4][O:5][C:6]2[CH:7]=[C:8]3[C:13](=[CH:14][CH:15]=2)[C:12](=[O:16])[N:11]([C:17]2[CH:22]=[CH:21][C:20]([N:23]4[CH2:27][CH2:26][C:25]5([CH2:31][CH2:30][N:29]([CH2:33][C:34]([OH:35])([CH3:37])[CH3:36])[CH2:28]5)[CH2:24]4)=[C:19]([F:32])[CH:18]=2)[CH:10]=[CH:9]3)[CH2:3][CH2:2]1, predict the reactants needed to synthesize it. The reactants are: [CH:1]1([CH2:4][O:5][C:6]2[CH:7]=[C:8]3[C:13](=[CH:14][CH:15]=2)[C:12](=[O:16])[N:11]([C:17]2[CH:22]=[CH:21][C:20]([N:23]4[CH2:27][CH2:26][C:25]5([CH2:31][CH2:30][NH:29][CH2:28]5)[CH2:24]4)=[C:19]([F:32])[CH:18]=2)[CH:10]=[CH:9]3)[CH2:3][CH2:2]1.[CH3:33][C:34]1([CH3:37])[CH2:36][O:35]1. (3) Given the product [F:1][C:2]1[CH:3]=[C:4]([NH2:8])[CH:5]=[CH:6][C:7]=1[C:24]1([OH:27])[CH2:25][CH2:26][S:22][CH2:23]1, predict the reactants needed to synthesize it. The reactants are: [F:1][C:2]1[CH:3]=[C:4]([N:8]2[Si](C)(C)CC[Si]2(C)C)[CH:5]=[CH:6][CH:7]=1.C([Li])(CC)C.[S:22]1[CH2:26][CH2:25][C:24](=[O:27])[CH2:23]1. (4) Given the product [CH2:6]([CH:5]([CH2:4][C:10]#[N:11])[C:13]#[N:14])[CH:7]([CH3:8])[CH3:9], predict the reactants needed to synthesize it. The reactants are: COC(=O)[C:4]([C:10]#[N:11])=[CH:5][CH2:6][CH:7]([CH3:9])[CH3:8].[C-:13]#[N:14].[Na+].